Dataset: Full USPTO retrosynthesis dataset with 1.9M reactions from patents (1976-2016). Task: Predict the reactants needed to synthesize the given product. (1) Given the product [Cl:44][C:45]1[CH:53]=[N:52][CH:51]=[C:50]([Cl:54])[C:46]=1[C:47]([NH:12][CH2:13][C:14]1[CH:15]=[CH:16][C:17]([CH2:18][N:19]([S:20]([C:23]2[CH:28]=[CH:27][CH:26]=[CH:25][C:24]=2[N+:29]([O-:31])=[O:30])(=[O:21])=[O:22])[CH:32]2[CH2:41][C:40]3[N:39]=[CH:38][CH:37]=[CH:36][C:35]=3[CH2:34][CH2:33]2)=[CH:42][CH:43]=1)=[O:48], predict the reactants needed to synthesize it. The reactants are: CCN=C=NCCCN(C)C.[NH2:12][CH2:13][C:14]1[CH:43]=[CH:42][C:17]([CH2:18][N:19]([CH:32]2[CH2:41][C:40]3[N:39]=[CH:38][CH:37]=[CH:36][C:35]=3[CH2:34][CH2:33]2)[S:20]([C:23]2[CH:28]=[CH:27][CH:26]=[CH:25][C:24]=2[N+:29]([O-:31])=[O:30])(=[O:22])=[O:21])=[CH:16][CH:15]=1.[Cl:44][C:45]1[CH:53]=[N:52][CH:51]=[C:50]([Cl:54])[C:46]=1[C:47](O)=[O:48].ON1C2C=CC=CC=2N=N1.CN1CCOCC1. (2) Given the product [Cl:1][C:2]1[C:3]([O:26][CH2:27][CH2:28][O:29][CH3:30])=[CH:4][C:5]2[CH2:14][CH:13]([CH2:15][CH:16]([CH3:17])[CH3:18])[N:12]3[C:7](=[CH:8][C:9](=[O:24])[C:10]([C:19]([OH:21])=[O:20])=[CH:11]3)[C:6]=2[CH:25]=1, predict the reactants needed to synthesize it. The reactants are: [Cl:1][C:2]1[C:3]([O:26][CH2:27][CH2:28][O:29][CH3:30])=[CH:4][C:5]2[CH2:14][CH:13]([CH2:15][CH:16]([CH3:18])[CH3:17])[N:12]3[C:7](=[CH:8][C:9](=[O:24])[C:10]([C:19]([O:21]CC)=[O:20])=[CH:11]3)[C:6]=2[CH:25]=1.O.[OH-].[Li+].Cl. (3) Given the product [F:1][C:2]1[CH:7]=[C:6]([S:8]([CH3:11])(=[O:10])=[O:9])[CH:5]=[CH:4][C:3]=1[NH:12][C@H:13]1[CH2:17][CH2:16][N:15]([CH:18]2[CH2:23][CH2:22][N:21]([C:24]3[N:28]=[C:27]([N:34]4[CH2:38][CH2:37][CH2:36][CH2:35]4)[O:26][N:25]=3)[CH2:20][CH2:19]2)[C:14]1=[O:33], predict the reactants needed to synthesize it. The reactants are: [F:1][C:2]1[CH:7]=[C:6]([S:8]([CH3:11])(=[O:10])=[O:9])[CH:5]=[CH:4][C:3]=1[NH:12][C@H:13]1[CH2:17][CH2:16][N:15]([CH:18]2[CH2:23][CH2:22][N:21]([C:24]3[N:28]=[C:27](C(Cl)(Cl)Cl)[O:26][N:25]=3)[CH2:20][CH2:19]2)[C:14]1=[O:33].[NH:34]1[CH2:38][CH2:37][CH2:36][CH2:35]1.